From a dataset of Forward reaction prediction with 1.9M reactions from USPTO patents (1976-2016). Predict the product of the given reaction. Given the reactants C(=O)([O-])[O-].[K+].[K+].[CH3:7][O:8][CH2:9][O:10][C:11]1[CH:16]=[C:15]([O:17][CH2:18][O:19][CH3:20])[CH:14]=[CH:13][C:12]=1[OH:21].I[CH2:23][CH2:24][CH3:25], predict the reaction product. The product is: [CH3:7][O:8][CH2:9][O:10][C:11]1[CH:16]=[C:15]([O:17][CH2:18][O:19][CH3:20])[CH:14]=[CH:13][C:12]=1[O:21][CH2:23][CH2:24][CH3:25].